Task: Predict the reactants needed to synthesize the given product.. Dataset: Full USPTO retrosynthesis dataset with 1.9M reactions from patents (1976-2016) Given the product [F:31][C:11]([F:10])([F:30])[O:12][C:13]1[CH:18]=[CH:17][C:16]([N:19]2[CH2:26][CH:25]3[NH:28][CH:21]([CH2:22][CH2:23][CH2:24]3)[CH2:20]2)=[CH:15][CH:14]=1, predict the reactants needed to synthesize it. The reactants are: CCCCCCCCC.[F:10][C:11]([F:31])([F:30])[O:12][C:13]1[CH:18]=[CH:17][C:16]([N:19]2[C:26](=O)[CH:25]3[NH:28][CH:21]([CH2:22][CH2:23][CH2:24]3)[C:20]2=O)=[CH:15][CH:14]=1.FC(F)(F)C1C=CC(C2CCNCC=2)=CC=1.[OH-].[Na+].